From a dataset of NCI-60 drug combinations with 297,098 pairs across 59 cell lines. Regression. Given two drug SMILES strings and cell line genomic features, predict the synergy score measuring deviation from expected non-interaction effect. (1) Drug 1: CS(=O)(=O)C1=CC(=C(C=C1)C(=O)NC2=CC(=C(C=C2)Cl)C3=CC=CC=N3)Cl. Drug 2: COC1=C(C=C2C(=C1)N=CN=C2NC3=CC(=C(C=C3)F)Cl)OCCCN4CCOCC4. Cell line: SNB-75. Synergy scores: CSS=33.3, Synergy_ZIP=-5.73, Synergy_Bliss=6.57, Synergy_Loewe=-10.3, Synergy_HSA=4.75. (2) Drug 1: CC1=C(C(CCC1)(C)C)C=CC(=CC=CC(=CC(=O)O)C)C. Drug 2: CC1=C(N=C(N=C1N)C(CC(=O)N)NCC(C(=O)N)N)C(=O)NC(C(C2=CN=CN2)OC3C(C(C(C(O3)CO)O)O)OC4C(C(C(C(O4)CO)O)OC(=O)N)O)C(=O)NC(C)C(C(C)C(=O)NC(C(C)O)C(=O)NCCC5=NC(=CS5)C6=NC(=CS6)C(=O)NCCC[S+](C)C)O. Cell line: SNB-19. Synergy scores: CSS=9.81, Synergy_ZIP=-4.37, Synergy_Bliss=-2.60, Synergy_Loewe=-16.1, Synergy_HSA=-3.01. (3) Drug 1: CC1=CC2C(CCC3(C2CCC3(C(=O)C)OC(=O)C)C)C4(C1=CC(=O)CC4)C. Drug 2: CN1C(=O)N2C=NC(=C2N=N1)C(=O)N. Cell line: NCIH23. Synergy scores: CSS=-2.19, Synergy_ZIP=2.14, Synergy_Bliss=3.25, Synergy_Loewe=-0.235, Synergy_HSA=0.0296. (4) Cell line: SK-OV-3. Drug 2: C#CCC(CC1=CN=C2C(=N1)C(=NC(=N2)N)N)C3=CC=C(C=C3)C(=O)NC(CCC(=O)O)C(=O)O. Synergy scores: CSS=24.8, Synergy_ZIP=-0.723, Synergy_Bliss=-2.51, Synergy_Loewe=-9.00, Synergy_HSA=-2.34. Drug 1: C1C(C(OC1N2C=C(C(=O)NC2=O)F)CO)O.